This data is from Full USPTO retrosynthesis dataset with 1.9M reactions from patents (1976-2016). The task is: Predict the reactants needed to synthesize the given product. (1) Given the product [P:43]([O:19][CH2:18][CH2:17][O:16][C:13]1[CH:12]=[CH:11][C:10]([C:6]2[C:5]([C:20]#[N:21])=[C:4]([S:22][CH2:23][C:24]3[N:25]=[C:26]([C:29]4[CH:30]=[CH:31][C:32]([Cl:35])=[CH:33][CH:34]=4)[S:27][CH:28]=3)[N:3]=[C:2]([NH2:1])[C:7]=2[C:8]#[N:9])=[CH:15][CH:14]=1)([OH:44])([OH:52])=[O:48], predict the reactants needed to synthesize it. The reactants are: [NH2:1][C:2]1[C:7]([C:8]#[N:9])=[C:6]([C:10]2[CH:15]=[CH:14][C:13]([O:16][CH2:17][CH2:18][OH:19])=[CH:12][CH:11]=2)[C:5]([C:20]#[N:21])=[C:4]([S:22][CH2:23][C:24]2[N:25]=[C:26]([C:29]3[CH:34]=[CH:33][C:32]([Cl:35])=[CH:31][CH:30]=3)[S:27][CH:28]=2)[N:3]=1.C(N(CC)CC)C.[P:43](Cl)(Cl)(Cl)=[O:44].[OH2:48].C1C[O:52]CC1. (2) Given the product [C:19]([O:18][CH:16]1[CH:21]([CH2:22][CH3:24])[CH:15]1[C:4]1[CH:5]=[C:6]([O:9][CH2:10][C:11]([F:13])([F:14])[F:38])[C:7]([C:30]2[CH:31]=[CH:32][C:27]([C:26]([F:37])([F:36])[F:25])=[CH:28][CH:29]=2)=[C:2]([Cl:1])[CH:3]=1)(=[O:46])[CH2:20][CH3:40], predict the reactants needed to synthesize it. The reactants are: [Cl:1][C:2]1[CH:3]=[C:4]([CH:15]([CH2:21][CH:22]2[CH2:24]C2)[C:16]([O:18][CH2:19][CH3:20])=O)[CH:5]=[C:6]([O:9][CH2:10][C:11]([F:14])([F:13])F)[C:7]=1I.[F:25][C:26]([F:37])([F:36])[C:27]1[CH:32]=[CH:31][C:30](B(O)O)=[CH:29][CH:28]=1.[F-:38].[Cs+].[CH3:40]COC(C)=O.[OH2:46]. (3) Given the product [C:20]([O:19][C:18]([NH:17][C:4]1[CH:5]=[CH:6][C:7]([B:8]([OH:12])[OH:9])=[C:2]([F:1])[CH:3]=1)=[O:24])([CH3:23])([CH3:21])[CH3:22], predict the reactants needed to synthesize it. The reactants are: [F:1][C:2]1[CH:3]=[C:4]([NH:17][C:18](=[O:24])[O:19][C:20]([CH3:23])([CH3:22])[CH3:21])[CH:5]=[CH:6][C:7]=1[B:8]1[O:12]C(C)(C)C(C)(C)[O:9]1. (4) Given the product [F:23][C:22]1[CH:21]=[CH:20][C:17]([C:18]#[N:19])=[CH:16][C:15]=1[C:13]([C:8]1[CH:7]=[CH:6][C:5]2[C:10](=[CH:11][CH:12]=[C:3]([OH:2])[CH:4]=2)[CH:9]=1)=[O:14], predict the reactants needed to synthesize it. The reactants are: C[O:2][C:3]1[CH:4]=[C:5]2[C:10](=[CH:11][CH:12]=1)[CH:9]=[C:8]([C:13]([C:15]1[CH:16]=[C:17]([CH:20]=[CH:21][C:22]=1[F:23])[C:18]#[N:19])=[O:14])[CH:7]=[CH:6]2.B(Br)(Br)Br. (5) Given the product [CH2:3]([N:5]1[CH:9]=[C:8]([C:10]2[CH:15]=[CH:14][C:13]([F:16])=[C:12]([CH3:17])[CH:11]=2)[N:7]=[C:6]1[CH2:22][C:21]([OH:24])=[O:23])[CH3:4], predict the reactants needed to synthesize it. The reactants are: [OH-].[Na+].[CH2:3]([N:5]1[CH:9]=[C:8]([C:10]2[CH:15]=[CH:14][C:13]([F:16])=[C:12]([CH3:17])[CH:11]=2)[N:7]=[C:6]1CC#N)[CH3:4].[C:21]([OH:24])(=[O:23])[CH3:22]. (6) Given the product [Si:18]([O:8][C:7]1[CH:6]=[CH:5][C:4]([CH2:9][C:10]([NH2:12])=[O:11])=[CH:3][C:2]=1[Cl:1])([C:21]([CH3:24])([CH3:23])[CH3:22])([CH3:20])[CH3:19], predict the reactants needed to synthesize it. The reactants are: [Cl:1][C:2]1[CH:3]=[C:4]([CH2:9][C:10]([NH2:12])=[O:11])[CH:5]=[CH:6][C:7]=1[OH:8].N1C=CN=C1.[Si:18](Cl)([C:21]([CH3:24])([CH3:23])[CH3:22])([CH3:20])[CH3:19].